This data is from Full USPTO retrosynthesis dataset with 1.9M reactions from patents (1976-2016). The task is: Predict the reactants needed to synthesize the given product. (1) Given the product [C:24]1([C:21]2[CH:20]=[CH:19][C:18]([C@H:8]3[O:7][C@H:6]([CH2:5][OH:4])[C@@H:11]([OH:12])[C@H:10]([OH:16])[C@@H:9]3[OH:17])=[CH:23][CH:22]=2)[CH:29]=[CH:28][CH:27]=[C:26]([C@H:30]2[O:31][C@H:32]([CH2:39][OH:40])[C@@H:33]([OH:38])[C@H:34]([OH:37])[C@@H:35]2[OH:36])[CH:25]=1, predict the reactants needed to synthesize it. The reactants are: C([O:4][CH2:5][C@@H:6]1[C@@H:11]([O:12]C(=O)C)[C@H:10]([OH:16])[C@H:9]([OH:17])[C@@H:8]([C:18]2[CH:23]=[CH:22][C:21]([C:24]3[CH:29]=[CH:28][CH:27]=[C:26]([C@@H:30]4[C@@H:35]([OH:36])[C@@H:34]([OH:37])[C@H:33]([OH:38])[C@@H:32]([CH2:39][OH:40])[O:31]4)[CH:25]=3)=[CH:20][CH:19]=2)[O:7]1)(=O)C.CO[Na]. (2) Given the product [CH3:1][C:2]1[S:6][C:5]2[CH:7]=[C:8]([C:33]#[C:32][CH2:31][CH2:30][CH2:29][OH:34])[CH:9]=[CH:10][C:4]=2[C:3]=1[C:19]1[CH:20]=[CH:21][C:22]([C:25]([F:26])([F:27])[F:28])=[CH:23][CH:24]=1, predict the reactants needed to synthesize it. The reactants are: [CH3:1][C:2]1[S:6][C:5]2[CH:7]=[C:8](OS(C(F)(F)F)(=O)=O)[CH:9]=[CH:10][C:4]=2[C:3]=1[C:19]1[CH:24]=[CH:23][C:22]([C:25]([F:28])([F:27])[F:26])=[CH:21][CH:20]=1.[CH2:29]([OH:34])[CH2:30][CH2:31][C:32]#[CH:33]. (3) Given the product [Cl:1][C:2]1[CH:18]=[CH:17][C:5]2[CH2:6][CH2:7][N:8]([C:11](=[O:16])[C:12]([F:15])([F:14])[F:13])[CH2:9][CH2:10][C:4]=2[C:3]=1[NH:27][CH:28]1[CH2:36][C:35]2[C:30](=[CH:31][CH:32]=[CH:33][CH:34]=2)[CH2:29]1, predict the reactants needed to synthesize it. The reactants are: [Cl:1][C:2]1[CH:18]=[CH:17][C:5]2[CH2:6][CH2:7][N:8]([C:11](=[O:16])[C:12]([F:15])([F:14])[F:13])[CH2:9][CH2:10][C:4]=2[C:3]=1OS(C(F)(F)F)(=O)=O.[NH2:27][CH:28]1[CH2:36][C:35]2[C:30](=[CH:31][CH:32]=[CH:33][CH:34]=2)[CH2:29]1. (4) Given the product [Cl:1][C:2]1[CH:3]=[C:4]([NH2:16])[CH:5]=[CH:6][C:7]=1[O:8][CH2:9][C:10]1[CH:15]=[N:14][CH:13]=[C:12]([CH3:18])[N:11]=1, predict the reactants needed to synthesize it. The reactants are: [Cl:1][C:2]1[CH:3]=[C:4]([NH2:16])[CH:5]=[CH:6][C:7]=1[O:8][CH2:9][C:10]1[CH:15]=[N:14][CH:13]=[CH:12][N:11]=1.F[C:18](F)(F)C(O)=O. (5) Given the product [CH2:1]([C@@:4]1([CH3:35])[CH2:9][C@H:8]([C:10]2[CH:15]=[CH:14][CH:13]=[C:12]([Cl:16])[CH:11]=2)[C@@H:7]([C:17]2[CH:22]=[CH:21][C:20]([Cl:23])=[CH:19][CH:18]=2)[N:6]([C@H:24]([CH2:27][C:28]([OH:39])([OH:33])[C:29]([F:30])([F:31])[F:32])[CH2:25][CH3:26])[C:5]1=[O:34])[CH:2]=[CH2:3], predict the reactants needed to synthesize it. The reactants are: [CH2:1]([C@@:4]1([CH3:35])[CH2:9][C@H:8]([C:10]2[CH:15]=[CH:14][CH:13]=[C:12]([Cl:16])[CH:11]=2)[C@@H:7]([C:17]2[CH:22]=[CH:21][C:20]([Cl:23])=[CH:19][CH:18]=2)[N:6]([C@H:24]([CH2:27][CH:28]([OH:33])[C:29]([F:32])([F:31])[F:30])[CH2:25][CH3:26])[C:5]1=[O:34])[CH:2]=[CH2:3].O.CC(OI1(OC(C)=O)(OC(C)=O)OC(=O)C2C=CC=CC1=2)=[O:39]. (6) Given the product [CH3:4][C:2]([O:5][C:6]([NH:8][C@@H:9]([C:16]([O:18][CH3:19])=[O:17])[CH2:10][C@@H:11]([CH3:21])[C:12]([O:14][CH3:15])=[O:13])=[O:7])([CH3:1])[CH3:3], predict the reactants needed to synthesize it. The reactants are: [CH3:1][C:2]([O:5][C:6]([NH:8][C@@H:9]([C:16]([O:18][CH3:19])=[O:17])[CH2:10][CH2:11][C:12]([O:14][CH3:15])=[O:13])=[O:7])([CH3:4])[CH3:3].[Li+].[CH3:21][Si]([N-][Si](C)(C)C)(C)C.CI. (7) Given the product [OH:16][C:15]1[N:1]=[C:2]2[N:7]=[CH:6][CH:5]=[CH:4][N:3]2[C:9]=1[C:10]([O:12][CH2:13][CH3:14])=[O:11], predict the reactants needed to synthesize it. The reactants are: [NH2:1][C:2]1[N:7]=[CH:6][CH:5]=[CH:4][N:3]=1.Br[CH:9]([C:15](OCC)=[O:16])[C:10]([O:12][CH2:13][CH3:14])=[O:11]. (8) The reactants are: [OH:1][C:2]1[C:3]2[C:10]3[CH2:11][CH:12]([C:15]([O:17][CH2:18][CH3:19])=[O:16])[CH2:13][CH2:14][C:9]=3[S:8][C:4]=2[N:5]=[CH:6][N:7]=1.C(C1C(=O)C(Cl)=C(Cl)C(=O)C=1C#N)#N. Given the product [OH:1][C:2]1[C:3]2[C:10]3[CH:11]=[C:12]([C:15]([O:17][CH2:18][CH3:19])=[O:16])[CH:13]=[CH:14][C:9]=3[S:8][C:4]=2[N:5]=[CH:6][N:7]=1, predict the reactants needed to synthesize it. (9) Given the product [CH3:16][O:17][C:18](=[O:38])[CH2:19][CH2:20][C:21]1[CH:26]=[CH:25][C:24]([O:27][C:28]2[CH:33]=[C:32]([Cl:34])[CH:31]=[C:30]([CH2:35][NH2:36])[CH:29]=2)=[CH:23][C:22]=1[CH3:37].[Cl:34][C:32]1[CH:33]=[C:28]([CH:29]=[C:30]([CH2:35][NH:36][C:12]([C:6]2[N:7]([CH3:11])[C:8]3[C:4]([C:5]=2[CH3:15])=[CH:3][C:2]([Cl:1])=[CH:10][CH:9]=3)=[O:14])[CH:31]=1)[O:27][C:24]1[CH:25]=[CH:26][C:21]([CH2:20][CH2:19][C:18]([OH:38])=[O:17])=[C:22]([CH3:37])[CH:23]=1, predict the reactants needed to synthesize it. The reactants are: [Cl:1][C:2]1[CH:3]=[C:4]2[C:8](=[CH:9][CH:10]=1)[N:7]([CH3:11])[C:6]([C:12]([OH:14])=O)=[C:5]2[CH3:15].[CH3:16][O:17][C:18](=[O:38])[CH2:19][CH2:20][C:21]1[CH:26]=[CH:25][C:24]([O:27][C:28]2[CH:33]=[C:32]([Cl:34])[CH:31]=[C:30]([CH2:35][NH2:36])[CH:29]=2)=[CH:23][C:22]=1[CH3:37]. (10) Given the product [C:1]([O:6][CH2:7][CH:16]1[O:20][CH2:19]1)(=[O:5])[C:2]([CH3:4])=[CH2:3], predict the reactants needed to synthesize it. The reactants are: [C:1]([O:6][CH3:7])(=[O:5])[C:2]([CH3:4])=[CH2:3].C=CC1C=CC=CC=1.[C:16]([O:20]O)([CH3:19])(C)C.